From a dataset of Full USPTO retrosynthesis dataset with 1.9M reactions from patents (1976-2016). Predict the reactants needed to synthesize the given product. (1) Given the product [Br:1][C:2]1[CH:11]=[C:10]2[C:5]([CH2:6][CH2:7][CH:8]([CH2:18][CH:19]3[CH2:24][CH2:23][NH:22][CH2:21][CH2:20]3)[C:9]2=[O:12])=[CH:4][CH:3]=1, predict the reactants needed to synthesize it. The reactants are: [Br:1][C:2]1[CH:11]=[C:10]2[C:5]([CH2:6][CH2:7][C:8]([CH2:18][CH:19]3[CH2:24][CH2:23][N:22](C(OC(C)(C)C)=O)[CH2:21][CH2:20]3)(C(OCC)=O)[C:9]2=[O:12])=[CH:4][CH:3]=1.C(O)(=O)C.O.C1(C)C=CC=CC=1. (2) Given the product [F:19][C:16]1[CH:15]=[CH:14][C:13]([C:12]([N:8]2[CH2:9][CH2:10][CH2:11][CH:6]([C:4]([OH:5])=[O:3])[CH2:7]2)=[O:20])=[CH:18][CH:17]=1, predict the reactants needed to synthesize it. The reactants are: C([O:3][C:4]([CH:6]1[CH2:11][CH2:10][CH2:9][N:8]([C:12](=[O:20])[C:13]2[CH:18]=[CH:17][C:16]([F:19])=[CH:15][CH:14]=2)[CH2:7]1)=[O:5])C.Cl.C(Cl)Cl. (3) Given the product [ClH:3].[NH2:5][CH:6]([CH2:10][CH2:11][CH2:12][CH2:13][CH3:14])[C:7]([O:9][CH3:15])=[O:8], predict the reactants needed to synthesize it. The reactants are: S(Cl)([Cl:3])=O.[NH2:5][CH:6]([CH2:10][CH2:11][CH2:12][CH2:13][CH3:14])[C:7]([OH:9])=[O:8].[CH3:15]O. (4) Given the product [CH3:1][O:2][C:3](=[O:11])[C:4]1[CH:9]=[CH:8][CH:7]=[C:6]([S:10][CH2:18][CH:19]([CH3:21])[CH3:20])[CH:5]=1, predict the reactants needed to synthesize it. The reactants are: [CH3:1][O:2][C:3](=[O:11])[C:4]1[CH:9]=[CH:8][CH:7]=[C:6]([SH:10])[CH:5]=1.C(=O)([O-])[O-].[K+].[K+].[CH2:18](I)[CH:19]([CH3:21])[CH3:20]. (5) Given the product [N+:8]([CH2:11][C:12]1([CH:1]=[CH2:2])[CH2:13][O:14][CH2:15][CH2:16][O:17][CH2:18]1)([O-:10])=[O:9], predict the reactants needed to synthesize it. The reactants are: [C:1]1(C)C=CC=C[CH:2]=1.[N+:8]([CH:11]=[C:12]1[CH2:18][O:17][CH2:16][CH2:15][O:14][CH2:13]1)([O-:10])=[O:9].C1(P(C2C=CC=CC=2)C2C=CC3C(=CC=CC=3)C=2C2C3C(=CC=CC=3)C=CC=2P(C2C=CC=CC=2)C2C=CC=CC=2)C=CC=CC=1.C([B-](F)(F)F)=C.[K+]. (6) Given the product [C:16]([C:15]1[CH:18]=[CH:19][C:12]([CH:10]2[C:9]3[C:8](=[O:24])[CH2:7][CH2:6][CH2:5][C:4]=3[N:3]([C:25]3[CH:30]=[CH:29][CH:28]=[C:27]([C:31]([F:33])([F:34])[F:32])[CH:26]=3)[C:2](=[O:1])[N:11]2[CH2:42][CH2:43][O:44][C:45](=[O:47])[CH3:46])=[C:13]([S:20]([CH3:23])(=[O:22])=[O:21])[CH:14]=1)#[N:17], predict the reactants needed to synthesize it. The reactants are: [O:1]=[C:2]1[NH:11][CH:10]([C:12]2[CH:19]=[CH:18][C:15]([C:16]#[N:17])=[CH:14][C:13]=2[S:20]([CH3:23])(=[O:22])=[O:21])[C:9]2[C:8](=[O:24])[CH2:7][CH2:6][CH2:5][C:4]=2[N:3]1[C:25]1[CH:30]=[CH:29][CH:28]=[C:27]([C:31]([F:34])([F:33])[F:32])[CH:26]=1.C(=O)([O-])[O-].[Cs+].[Cs+].Br[CH2:42][CH2:43][O:44][C:45](=[O:47])[CH3:46]. (7) Given the product [CH2:1]([O:8][CH:9]([CH2:21][CH2:22][CH2:23][CH2:24][CH3:25])/[CH:10]=[CH:11]/[B:12]([OH:13])[OH:16])[C:2]1[CH:7]=[CH:6][CH:5]=[CH:4][CH:3]=1, predict the reactants needed to synthesize it. The reactants are: [CH2:1]([O:8][CH:9]([CH2:21][CH2:22][CH2:23][CH2:24][CH3:25])/[CH:10]=[CH:11]/[B:12]1[O:16]C(C)(C)C(C)(C)[O:13]1)[C:2]1[CH:7]=[CH:6][CH:5]=[CH:4][CH:3]=1.I([O-])(=O)(=O)=O.[Na+].C([O-])(=O)C.[NH4+]. (8) Given the product [CH:19]1([CH:16]([C:14]2[C:13]([CH3:18])=[N:12][N:11]([C:5]3[CH:4]=[C:3]([O:2][CH3:1])[CH:8]=[C:7]([O:9][CH3:10])[CH:6]=3)[CH:15]=2)[OH:17])[CH2:24][CH2:23][CH2:22][CH2:21][CH2:20]1, predict the reactants needed to synthesize it. The reactants are: [CH3:1][O:2][C:3]1[CH:4]=[C:5]([N:11]2[CH:15]=[C:14]([CH:16]=[O:17])[C:13]([CH3:18])=[N:12]2)[CH:6]=[C:7]([O:9][CH3:10])[CH:8]=1.[CH:19]1([Mg]Br)[CH2:24][CH2:23][CH2:22][CH2:21][CH2:20]1.